From a dataset of Rat liver microsome stability data. Regression/Classification. Given a drug SMILES string, predict its absorption, distribution, metabolism, or excretion properties. Task type varies by dataset: regression for continuous measurements (e.g., permeability, clearance, half-life) or binary classification for categorical outcomes (e.g., BBB penetration, CYP inhibition). Dataset: rlm. (1) The compound is NC(=O)C1CCN(c2nccc(Cl)n2)CC1. The result is 0 (unstable in rat liver microsomes). (2) The molecule is Cc1noc(-c2ccc3c(c2)c2c(n3CCCc3nc4cc(F)ccc4[nH]3)CCCC2)n1. The result is 0 (unstable in rat liver microsomes). (3) The molecule is COC(=O)NCCC[C@@](O)(c1cccc(F)c1-c1cccc(C)c1)[C@@H]1CCCN(C(=O)[C@H]2C[C@@H](N)[C@@H](O)C2)C1. The result is 0 (unstable in rat liver microsomes). (4) The compound is Cc1nc2c(Cl)cccc2n1-c1cc(Oc2cccc(S(=O)(=O)C(F)(F)F)c2)ccc1Cl. The result is 1 (stable in rat liver microsomes). (5) The compound is COc1ccccc1N1CCN(C2CCCCC2NS(=O)(=O)c2ccccc2)CC1. The result is 1 (stable in rat liver microsomes). (6) The molecule is O=C(NC1CC1)c1nc(-c2cccnc2)c2cnccn12. The result is 0 (unstable in rat liver microsomes).